This data is from Reaction yield outcomes from USPTO patents with 853,638 reactions. The task is: Predict the reaction yield, written as a fraction of the theoretical maximum amount of product (1.0 means a 100% yield; for example, 0.34 means a 34% yield). (1) The reactants are [Li]CCCC.CN(C)S([N:11]1[C:15]([CH:16]2[CH2:21][CH2:20][O:19][CH2:18][CH2:17]2)=[CH:14][N:13]=[CH:12]1)(=O)=O.CN([CH:26]=[O:27])C.Cl.C([O-])(O)=O.[Na+]. The catalyst is C1COCC1. The product is [O:19]1[CH2:20][CH2:21][CH:16]([C:15]2[NH:11][C:12]([CH:26]=[O:27])=[N:13][CH:14]=2)[CH2:17][CH2:18]1. The yield is 0.400. (2) The reactants are Br[CH2:2][CH2:3][CH2:4][O:5][C:6]1[CH:15]=[C:14]2[C:9]([CH2:10][CH2:11][NH:12][C:13]2=[O:16])=[CH:8][CH:7]=1.[Na+].[I-].[Cl:19][C:20]1[C:25]([Cl:26])=[CH:24][CH:23]=[CH:22][C:21]=1[N:27]1[CH2:33][CH2:32][CH2:31][N:30](CCCCOC2C=C3C(CCC(=O)N3)=CC=2)[CH2:29][CH2:28]1.C([O-])([O-])=O.[K+].[K+]. The catalyst is CC#N.O. The product is [Cl:19][C:20]1[C:25]([Cl:26])=[CH:24][CH:23]=[CH:22][C:21]=1[N:27]1[CH2:33][CH2:32][CH2:31][N:30]([CH2:2][CH2:3][CH2:4][O:5][C:6]2[CH:15]=[C:14]3[C:9]([CH2:10][CH2:11][NH:12][C:13]3=[O:16])=[CH:8][CH:7]=2)[CH2:29][CH2:28]1. The yield is 0.710. (3) The reactants are [Cl:1][C:2]1[CH:7]=[CH:6][C:5]([NH:8][C:9]([O:11][C:12]([CH3:15])([CH3:14])[CH3:13])=[O:10])=[CH:4][C:3]=1[CH2:16][C:17]([OH:19])=[O:18].C([O-])([O-])=O.[K+].[K+].[CH2:26](I)[CH3:27]. The catalyst is CC(C)=O. The product is [Cl:1][C:2]1[CH:7]=[CH:6][C:5]([NH:8][C:9]([O:11][C:12]([CH3:13])([CH3:14])[CH3:15])=[O:10])=[CH:4][C:3]=1[CH2:16][C:17]([O:19][CH2:26][CH3:27])=[O:18]. The yield is 0.980. (4) The reactants are [CH3:1][C:2]1[C:10]2[C:5](=[CH:6][C:7]([N+:11]([O-])=O)=[CH:8][CH:9]=2)[N:4]([CH2:14][O:15][CH2:16][CH2:17][Si:18]([CH3:21])([CH3:20])[CH3:19])[N:3]=1.[H][H]. The catalyst is CO.[Pd]. The product is [CH3:1][C:2]1[C:10]2[C:5](=[CH:6][C:7]([NH2:11])=[CH:8][CH:9]=2)[N:4]([CH2:14][O:15][CH2:16][CH2:17][Si:18]([CH3:19])([CH3:21])[CH3:20])[N:3]=1. The yield is 0.320. (5) The reactants are [Br:1][C:2]1[CH:7]=[CH:6][C:5]([NH:8][C:9](=[O:19])[N:10]([C@H:12]2[CH2:17][CH2:16][C@@H:15]([OH:18])[CH2:14][CH2:13]2)[CH3:11])=[C:4]([F:20])[CH:3]=1.[Si:21](Cl)([C:24]([CH3:27])([CH3:26])[CH3:25])([CH3:23])[CH3:22].N1C=CN=C1.CN(C)C=O. No catalyst specified. The product is [Br:1][C:2]1[CH:7]=[CH:6][C:5]([NH:8][C:9](=[O:19])[N:10]([CH:12]2[CH2:13][CH2:14][CH:15]([O:18][Si:21]([C:24]([CH3:27])([CH3:26])[CH3:25])([CH3:23])[CH3:22])[CH2:16][CH2:17]2)[CH3:11])=[C:4]([F:20])[CH:3]=1. The yield is 0.683.